From a dataset of Human liver microsome stability data. Regression/Classification. Given a drug SMILES string, predict its absorption, distribution, metabolism, or excretion properties. Task type varies by dataset: regression for continuous measurements (e.g., permeability, clearance, half-life) or binary classification for categorical outcomes (e.g., BBB penetration, CYP inhibition). Dataset: hlm. (1) The molecule is COc1cc(C(=O)c2csc(-c3ccccc3)n2)cc(OC)c1OC. The result is 1 (stable in human liver microsomes). (2) The compound is COc1nc(NC(=O)C2(NC(=O)c3ccc4c(C5CCCC5)c(-c5ccccn5)n(C)c4c3)CCC2)ccc1C=CC(=O)O. The result is 0 (unstable in human liver microsomes).